Dataset: Forward reaction prediction with 1.9M reactions from USPTO patents (1976-2016). Task: Predict the product of the given reaction. (1) Given the reactants [NH2:1][C@@H:2]1[C:16](=[O:17])[N:15]2[CH2:18][C@H:19]([O:21][C:22]3[C:23]4[S:37][CH:36]=[CH:35][C:24]=4[N:25]=[C:26]([C:28]4[N:32]([CH3:33])[N:31]=[C:30]([CH3:34])[CH:29]=4)[N:27]=3)[CH2:20][C@H:14]2[C:13](=[O:38])[NH:12][C@:11]2([C:40]([O:42][CH3:43])=[O:41])[CH2:39][C@H:10]2[CH:9]=[CH:8][CH2:7][CH2:6][CH2:5][CH2:4][CH2:3]1.C(N(CC)CC)C.[C:51](=O)([O:58]C1C=CC([N+]([O-])=O)=CC=1)[O:52][CH:53]1[CH2:57][CH2:56][CH2:55][CH2:54]1.C(=O)(O)[O-].[Na+], predict the reaction product. The product is: [CH:53]1([O:52][C:51]([NH:1][C@@H:2]2[C:16](=[O:17])[N:15]3[CH2:18][C@H:19]([O:21][C:22]4[C:23]5[S:37][CH:36]=[CH:35][C:24]=5[N:25]=[C:26]([C:28]5[N:32]([CH3:33])[N:31]=[C:30]([CH3:34])[CH:29]=5)[N:27]=4)[CH2:20][C@H:14]3[C:13](=[O:38])[NH:12][C@:11]3([C:40]([O:42][CH3:43])=[O:41])[CH2:39][C@H:10]3[CH:9]=[CH:8][CH2:7][CH2:6][CH2:5][CH2:4][CH2:3]2)=[O:58])[CH2:57][CH2:56][CH2:55][CH2:54]1. (2) Given the reactants [Cl:1][C:2]1[CH:21]=[CH:20][C:5]([CH2:6][NH:7][CH:8]2[CH2:13][CH2:12][N:11]([C:14](=[O:19])[C:15]([F:18])([F:17])[F:16])[CH2:10][CH2:9]2)=[CH:4][CH:3]=1.[CH3:22][O:23][C:24]1[CH:29]=[CH:28][C:27]([CH2:30][C:31](Cl)=[O:32])=[CH:26][CH:25]=1, predict the reaction product. The product is: [CH3:22][O:23][C:24]1[CH:29]=[CH:28][C:27]([CH2:30][C:31]([N:7]([CH2:6][C:5]2[CH:4]=[CH:3][C:2]([Cl:1])=[CH:21][CH:20]=2)[CH:8]2[CH2:13][CH2:12][N:11]([C:14](=[O:19])[C:15]([F:16])([F:17])[F:18])[CH2:10][CH2:9]2)=[O:32])=[CH:26][CH:25]=1.